This data is from Catalyst prediction with 721,799 reactions and 888 catalyst types from USPTO. The task is: Predict which catalyst facilitates the given reaction. Reactant: [C:1]1([S:7]([C:10]2[C:18]3[C:13](=[N:14][CH:15]=[CH:16][CH:17]=3)[N:12]([CH2:19][CH2:20][N:21]3C(=O)C4C(=CC=CC=4)C3=O)[CH:11]=2)(=[O:9])=[O:8])[CH:6]=[CH:5][CH:4]=[CH:3][CH:2]=1.NN.CO.C(Cl)[Cl:37]. Product: [ClH:37].[ClH:37].[C:1]1([S:7]([C:10]2[C:18]3[C:13](=[N:14][CH:15]=[CH:16][CH:17]=3)[N:12]([CH2:19][CH2:20][NH2:21])[CH:11]=2)(=[O:9])=[O:8])[CH:2]=[CH:3][CH:4]=[CH:5][CH:6]=1. The catalyst class is: 12.